Dataset: Full USPTO retrosynthesis dataset with 1.9M reactions from patents (1976-2016). Task: Predict the reactants needed to synthesize the given product. Given the product [Cl-:32].[F:24][C:21]([F:22])([F:23])[C:17]1[CH:16]=[C:15]([NH:14][CH:11]2[CH2:10][CH2:9][NH2+:8][CH2:13][CH2:12]2)[CH:20]=[CH:19][N:18]=1, predict the reactants needed to synthesize it. The reactants are: C(OC([N:8]1[CH2:13][CH2:12][CH:11]([NH:14][C:15]2[CH:20]=[CH:19][N:18]=[C:17]([C:21]([F:24])([F:23])[F:22])[CH:16]=2)[CH2:10][CH2:9]1)=O)(C)(C)C.FC(F)(F)C(O)=O.[Cl:32]CCl.